From a dataset of Catalyst prediction with 721,799 reactions and 888 catalyst types from USPTO. Predict which catalyst facilitates the given reaction. (1) Reactant: C([O:8][C@@H:9]1[C@@H:16]([O:17]CC2C=CC=CC=2)[C@H:15]([O:25]CC2C=CC=CC=2)[C@@H:14]([CH2:33][O:34][C:35]2[CH:36]=[C:37]([C:41]3[CH:46]=[CH:45][C:44]([C@@H:47]4[C@@H:50]([CH2:51][CH2:52][C@@H:53]([C:55]5[CH:60]=[CH:59][C:58]([F:61])=[CH:57][CH:56]=5)[OH:54])[C:49](=[O:62])[N:48]4[C:63]4[CH:68]=[CH:67][C:66]([F:69])=[CH:65][CH:64]=4)=[CH:43][CH:42]=3)[CH:38]=[CH:39][CH:40]=2)[O:13][C@@H:10]1[O:11][CH3:12])C1C=CC=CC=1. Product: [F:69][C:66]1[CH:67]=[CH:68][C:63]([N:48]2[C:49](=[O:62])[C@H:50]([CH2:51][CH2:52][C@@H:53]([C:55]3[CH:56]=[CH:57][C:58]([F:61])=[CH:59][CH:60]=3)[OH:54])[C@H:47]2[C:44]2[CH:43]=[CH:42][C:41]([C:37]3[CH:38]=[CH:39][CH:40]=[C:35]([O:34][CH2:33][C@H:14]4[O:13][C@H:10]([O:11][CH3:12])[C@H:9]([OH:8])[C@@H:16]([OH:17])[C@@H:15]4[OH:25])[CH:36]=3)=[CH:46][CH:45]=2)=[CH:64][CH:65]=1. The catalyst class is: 29. (2) Product: [CH3:30][C:22]1[CH:23]=[C:24]([C:27]([N:33]2[CH2:37][CH2:36][CH2:35][CH2:34]2)=[O:28])[CH:25]=[CH:26][C:21]=1[C:17]1[CH:18]=[CH:19][CH:20]=[C:15]([CH2:14][O:13][C:12]2[CH:31]=[CH:32][C:9]([CH2:8][N:3]3[C:2](=[O:1])[NH:6][C:5](=[O:7])[O:4]3)=[CH:10][CH:11]=2)[CH:16]=1. Reactant: [O:1]=[C:2]1[NH:6][C:5](=[O:7])[O:4][N:3]1[CH2:8][C:9]1[CH:32]=[CH:31][C:12]([O:13][CH2:14][C:15]2[CH:16]=[C:17]([C:21]3[CH:26]=[CH:25][C:24]([C:27](O)=[O:28])=[CH:23][C:22]=3[CH3:30])[CH:18]=[CH:19][CH:20]=2)=[CH:11][CH:10]=1.[NH:33]1[CH2:37][CH2:36][CH2:35][CH2:34]1.C[N+]1(C2N=C(OC)N=C(OC)N=2)CCOCC1.[Cl-].C(Cl)(Cl)Cl. The catalyst class is: 36. (3) Reactant: [C:1]([O:5][C:6]([N:8]1[CH2:12][C@:11](O)([CH3:13])[CH2:10][C@H:9]1[C:15](=[O:26])[NH:16][CH2:17][C:18]1[CH:23]=[CH:22][CH:21]=[C:20]([Cl:24])[C:19]=1[F:25])=[O:7])([CH3:4])([CH3:3])[CH3:2].CCN(S(F)(F)[F:33])CC.C([O-])(O)=O.[Na+]. Product: [C:1]([O:5][C:6]([N:8]1[CH2:12][C@@:11]([F:33])([CH3:13])[CH2:10][C@H:9]1[C:15](=[O:26])[NH:16][CH2:17][C:18]1[CH:23]=[CH:22][CH:21]=[C:20]([Cl:24])[C:19]=1[F:25])=[O:7])([CH3:4])([CH3:3])[CH3:2]. The catalyst class is: 2. (4) The catalyst class is: 36. Product: [CH3:1][CH:2]([CH2:20][O:21][C:22]1[CH:23]=[CH:24][C:25]([C:28]([F:29])([F:30])[F:31])=[CH:26][CH:27]=1)[CH2:3][O:4][C:5]1[CH:10]=[CH:9][C:8]([CH:11]([C:17]#[C:18][CH3:19])[CH2:12][C:13]([OH:15])=[O:14])=[CH:7][CH:6]=1. Reactant: [CH3:1][CH:2]([CH2:20][O:21][C:22]1[CH:27]=[CH:26][C:25]([C:28]([F:31])([F:30])[F:29])=[CH:24][CH:23]=1)[CH2:3][O:4][C:5]1[CH:10]=[CH:9][C:8]([CH:11]([C:17]#[C:18][CH3:19])[CH2:12][C:13]([O:15]C)=[O:14])=[CH:7][CH:6]=1.Cl.O.